This data is from Reaction yield outcomes from USPTO patents with 853,638 reactions. The task is: Predict the reaction yield, written as a fraction of the theoretical maximum amount of product (1.0 means a 100% yield; for example, 0.34 means a 34% yield). (1) The reactants are Cl.[NH2:2][CH:3]1[CH2:8][CH2:7][CH2:6][NH:5][C:4]1=[O:9].C([O-])([O-])=O.[K+].[K+].[CH3:16][C:17]1[CH:22]=[CH:21][C:20]([S:23](Cl)(=[O:25])=[O:24])=[CH:19][CH:18]=1. No catalyst specified. The product is [CH3:16][C:17]1[CH:22]=[CH:21][C:20]([S:23]([NH:2][CH:3]2[CH2:8][CH2:7][CH2:6][NH:5][C:4]2=[O:9])(=[O:25])=[O:24])=[CH:19][CH:18]=1. The yield is 0.690. (2) The reactants are [OH:1][CH:2]([C:4]1[N:8]=[CH:7][N:6]([C:9]2[N:10]=[CH:11][C:12]([O:23][CH3:24])=[C:13]3[C:17]([C:18](=[O:22])[C:19]([OH:21])=O)=[CH:16][NH:15][C:14]=23)[N:5]=1)[CH3:3].[N:25]1[CH:30]=[CH:29][CH:28]=[CH:27][C:26]=1[C:31]1[C:32]2[CH2:40][CH2:39][NH:38][CH2:37][C:33]=2[N:34]=[CH:35][N:36]=1.F[B-](F)(F)F.N1(OC(N(C)C)=[N+](C)C)C2C=CC=CC=2N=N1.C(N(CC)C(C)C)(C)C. The catalyst is CN(C=O)C.CO. The product is [OH:1][CH:2]([C:4]1[N:8]=[CH:7][N:6]([C:9]2[N:10]=[CH:11][C:12]([O:23][CH3:24])=[C:13]3[C:17]([C:18](=[O:22])[C:19]([N:38]4[CH2:39][CH2:40][C:32]5[C:31]([C:26]6[CH:27]=[CH:28][CH:29]=[CH:30][N:25]=6)=[N:36][CH:35]=[N:34][C:33]=5[CH2:37]4)=[O:21])=[CH:16][NH:15][C:14]=23)[N:5]=1)[CH3:3]. The yield is 0.548. (3) The reactants are [CH2:1]([O:3][C:4]([C:6]1[CH:7]=[C:8]2[C:13](=[CH:14][CH:15]=1)[NH:12][CH:11]([C:16]1[CH:21]=[CH:20][CH:19]=[C:18](Br)[CH:17]=1)[C:10]([CH3:24])([CH3:23])[CH2:9]2)=[O:5])[CH3:2].C(=O)([O-])[O-].[Cs+].[Cs+].Cl.[CH3:32][C:33]1[CH:38]=[C:37]([CH3:39])[CH:36]=[CH:35][C:34]=1[N:40]1[CH2:45][CH2:44][NH:43][CH2:42][CH2:41]1. The catalyst is C1(C)C=CC=CC=1.C([O-])(=O)C.[Pd+2].C([O-])(=O)C.CC1(C)C2C(=C(P(C3C=CC=CC=3)C3C=CC=CC=3)C=CC=2)OC2C(P(C3C=CC=CC=3)C3C=CC=CC=3)=CC=CC1=2. The product is [CH2:1]([O:3][C:4]([C:6]1[CH:7]=[C:8]2[C:13](=[CH:14][CH:15]=1)[NH:12][CH:11]([C:16]1[CH:21]=[CH:20][CH:19]=[C:18]([N:43]3[CH2:44][CH2:45][N:40]([C:34]4[CH:35]=[CH:36][C:37]([CH3:39])=[CH:38][C:33]=4[CH3:32])[CH2:41][CH2:42]3)[CH:17]=1)[C:10]([CH3:24])([CH3:23])[CH2:9]2)=[O:5])[CH3:2]. The yield is 0.400. (4) The reactants are [Br:1][C:2]1[C:3]([NH2:9])=[N:4][CH:5]=[N:6][C:7]=1Cl.Cl.Cl.[NH2:12][C:13]1([CH2:18][NH:19][C:20](=[O:29])[C:21]2[CH:26]=[CH:25][C:24]([F:27])=[CH:23][C:22]=2[F:28])[CH2:17][CH2:16][NH:15][CH2:14]1.C(=O)([O-])[O-].[K+].[K+]. The catalyst is CS(C)=O. The product is [NH2:12][C:13]1([CH2:18][NH:19][C:20](=[O:29])[C:21]2[CH:26]=[CH:25][C:24]([F:27])=[CH:23][C:22]=2[F:28])[CH2:17][CH2:16][N:15]([C:7]2[C:2]([Br:1])=[C:3]([NH2:9])[N:4]=[CH:5][N:6]=2)[CH2:14]1. The yield is 0.760. (5) The reactants are [C:1]([O:5][C:6]([NH:8][C@@H:9]([CH2:13][N:14]([CH:20]1[CH2:22][CH2:21]1)[CH2:15][CH2:16][CH2:17][CH:18]=[CH2:19])[C:10]([OH:12])=O)=[O:7])([CH3:4])([CH3:3])[CH3:2].Cl.[OH:24][C@H:25]1[CH2:29][NH:28][C@H:27]([C:30]([NH:32][C@:33]2([C:38]([O:40][CH2:41][CH3:42])=[O:39])[CH2:35][C@H:34]2[CH:36]=[CH2:37])=[O:31])[CH2:26]1.CN1CCOCC1.CN(C(ON1N=NC2C=CC=NC1=2)=[N+](C)C)C.F[P-](F)(F)(F)(F)F. The catalyst is C(Cl)Cl.C(OCC)(=O)C.C(OCC)(=O)C.CCCCCC. The product is [C:1]([O:5][C:6]([NH:8][C@@H:9]([CH2:13][N:14]([CH:20]1[CH2:22][CH2:21]1)[CH2:15][CH2:16][CH2:17][CH:18]=[CH2:19])[C:10]([N:28]1[CH2:29][C@H:25]([OH:24])[CH2:26][C@H:27]1[C:30]([NH:32][C@:33]1([C:38]([O:40][CH2:41][CH3:42])=[O:39])[CH2:35][C@H:34]1[CH:36]=[CH2:37])=[O:31])=[O:12])=[O:7])([CH3:2])([CH3:3])[CH3:4]. The yield is 0.580.